Task: Predict the reactants needed to synthesize the given product.. Dataset: Full USPTO retrosynthesis dataset with 1.9M reactions from patents (1976-2016) (1) Given the product [Cl:8][CH2:9][C:10]([N:26]1[CH2:27][CH2:28][CH:23](/[CH:22]=[CH:21]/[C:15]2[C:16]([CH3:20])=[CH:17][CH:18]=[CH:19][C:14]=2[CH3:13])[CH2:24][CH2:25]1)=[O:11], predict the reactants needed to synthesize it. The reactants are: C(N(CC)CC)C.[Cl:8][CH2:9][C:10](Cl)=[O:11].[CH3:13][C:14]1[CH:19]=[CH:18][CH:17]=[C:16]([CH3:20])[C:15]=1/[CH:21]=[CH:22]/[CH:23]1[CH2:28][CH2:27][NH:26][CH2:25][CH2:24]1.O. (2) Given the product [CH3:10][N:11]([C:7](=[O:9])[CH2:6][C:2]1[S:1][CH:5]=[CH:4][CH:3]=1)[C@H:12]1[CH2:31][N:16]2[C:17]3[C:22]([C:23]([CH2:24][C:25]([OH:27])=[O:26])=[C:15]2[CH2:14][CH2:13]1)=[CH:21][CH:20]=[CH:19][CH:18]=3, predict the reactants needed to synthesize it. The reactants are: [S:1]1[CH:5]=[CH:4][CH:3]=[C:2]1[CH2:6][C:7]([OH:9])=O.[CH3:10][NH:11][C@H:12]1[CH2:31][N:16]2[C:17]3[C:22]([C:23]([CH2:24][C:25]([O:27]CCC)=[O:26])=[C:15]2[CH2:14][CH2:13]1)=[CH:21][CH:20]=[CH:19][CH:18]=3. (3) Given the product [S:16]1[CH:17]=[CH:18][CH:19]=[C:15]1[S:12]([CH2:11][S:27]([C:30]([F:33])([F:32])[F:31])(=[O:29])=[O:28])(=[O:14])=[O:13], predict the reactants needed to synthesize it. The reactants are: C[Si]([N-][Si](C)(C)C)(C)C.[K+].[CH3:11][S:12]([C:15]1[S:16][CH:17]=[CH:18][CH:19]=1)(=[O:14])=[O:13].C1C=CC(N([S:27]([C:30]([F:33])([F:32])[F:31])(=[O:29])=[O:28])[S:27]([C:30]([F:33])([F:32])[F:31])(=[O:29])=[O:28])=CC=1.Cl. (4) The reactants are: [CH2:1]([O:3][C:4](=[O:22])[C:5]([N:19]=[N+]=[N-])=[CH:6][C:7]1[C:16]([O:17][CH3:18])=[CH:15][C:14]2[CH2:13][CH2:12][CH2:11][CH2:10][C:9]=2[CH:8]=1)[CH3:2]. Given the product [C:4]([C:5]1[NH:19][C:8]2[C:7]([CH:6]=1)=[C:16]([O:17][CH3:18])[CH:15]=[C:14]1[CH2:13][CH2:12][CH2:11][CH2:10][C:9]=21)([O:3][CH2:1][CH3:2])=[O:22], predict the reactants needed to synthesize it.